Dataset: HIV replication inhibition screening data with 41,000+ compounds from the AIDS Antiviral Screen. Task: Binary Classification. Given a drug SMILES string, predict its activity (active/inactive) in a high-throughput screening assay against a specified biological target. (1) The molecule is COc1ccc(CCN(C)CCCC2(C#N)c3ccccc3-c3ccccc32)cc1OC. The result is 0 (inactive). (2) The drug is O=c1c(SCc2ccccc2)c(N2CCCCC2)cnn1-c1ccccc1. The result is 0 (inactive).